From a dataset of NCI-60 drug combinations with 297,098 pairs across 59 cell lines. Regression. Given two drug SMILES strings and cell line genomic features, predict the synergy score measuring deviation from expected non-interaction effect. (1) Drug 1: C1=CC(=CC=C1CCCC(=O)O)N(CCCl)CCCl. Drug 2: C1CN(P(=O)(OC1)NCCCl)CCCl. Cell line: KM12. Synergy scores: CSS=4.57, Synergy_ZIP=-0.475, Synergy_Bliss=-2.73, Synergy_Loewe=-5.57, Synergy_HSA=-3.17. (2) Synergy scores: CSS=19.1, Synergy_ZIP=-1.62, Synergy_Bliss=2.21, Synergy_Loewe=3.65, Synergy_HSA=4.19. Cell line: A549. Drug 2: C1CCC(C(C1)N)N.C(=O)(C(=O)[O-])[O-].[Pt+4]. Drug 1: CN1C2=C(C=C(C=C2)N(CCCl)CCCl)N=C1CCCC(=O)O.Cl. (3) Drug 1: CC1OCC2C(O1)C(C(C(O2)OC3C4COC(=O)C4C(C5=CC6=C(C=C35)OCO6)C7=CC(=C(C(=C7)OC)O)OC)O)O. Drug 2: C1CC(=O)NC(=O)C1N2C(=O)C3=CC=CC=C3C2=O. Cell line: HCT116. Synergy scores: CSS=56.6, Synergy_ZIP=4.25, Synergy_Bliss=4.89, Synergy_Loewe=-23.7, Synergy_HSA=5.22. (4) Drug 1: CN(C)C1=NC(=NC(=N1)N(C)C)N(C)C. Drug 2: CN(CC1=CN=C2C(=N1)C(=NC(=N2)N)N)C3=CC=C(C=C3)C(=O)NC(CCC(=O)O)C(=O)O. Cell line: EKVX. Synergy scores: CSS=10.9, Synergy_ZIP=-3.02, Synergy_Bliss=-2.36, Synergy_Loewe=-6.59, Synergy_HSA=-1.91. (5) Drug 1: COC1=C(C=C2C(=C1)N=CN=C2NC3=CC(=C(C=C3)F)Cl)OCCCN4CCOCC4. Drug 2: C1=CC=C(C(=C1)C(C2=CC=C(C=C2)Cl)C(Cl)Cl)Cl. Cell line: SF-268. Synergy scores: CSS=14.1, Synergy_ZIP=2.02, Synergy_Bliss=5.00, Synergy_Loewe=-3.53, Synergy_HSA=5.03. (6) Synergy scores: CSS=3.36, Synergy_ZIP=-2.39, Synergy_Bliss=-4.19, Synergy_Loewe=-7.57, Synergy_HSA=-4.94. Cell line: MALME-3M. Drug 1: CN1C(=O)N2C=NC(=C2N=N1)C(=O)N. Drug 2: C1CN(CCN1C(=O)CCBr)C(=O)CCBr. (7) Drug 1: CC1=CC2C(CCC3(C2CCC3(C(=O)C)OC(=O)C)C)C4(C1=CC(=O)CC4)C. Drug 2: CC1CCC2CC(C(=CC=CC=CC(CC(C(=O)C(C(C(=CC(C(=O)CC(OC(=O)C3CCCCN3C(=O)C(=O)C1(O2)O)C(C)CC4CCC(C(C4)OC)O)C)C)O)OC)C)C)C)OC. Cell line: SNB-75. Synergy scores: CSS=5.54, Synergy_ZIP=-1.63, Synergy_Bliss=-2.77, Synergy_Loewe=-18.1, Synergy_HSA=-7.58. (8) Drug 1: COC1=CC(=CC(=C1O)OC)C2C3C(COC3=O)C(C4=CC5=C(C=C24)OCO5)OC6C(C(C7C(O6)COC(O7)C8=CC=CS8)O)O. Drug 2: C1CN1P(=S)(N2CC2)N3CC3. Cell line: IGROV1. Synergy scores: CSS=38.8, Synergy_ZIP=5.88, Synergy_Bliss=5.15, Synergy_Loewe=0.786, Synergy_HSA=9.01. (9) Drug 1: COC1=NC(=NC2=C1N=CN2C3C(C(C(O3)CO)O)O)N. Drug 2: C1=CN(C=N1)CC(O)(P(=O)(O)O)P(=O)(O)O. Cell line: NCI/ADR-RES. Synergy scores: CSS=3.30, Synergy_ZIP=-1.62, Synergy_Bliss=0.529, Synergy_Loewe=1.24, Synergy_HSA=1.12. (10) Drug 1: CCCS(=O)(=O)NC1=C(C(=C(C=C1)F)C(=O)C2=CNC3=C2C=C(C=N3)C4=CC=C(C=C4)Cl)F. Drug 2: C1CCC(C(C1)N)N.C(=O)(C(=O)[O-])[O-].[Pt+4]. Cell line: SNB-75. Synergy scores: CSS=7.80, Synergy_ZIP=-0.854, Synergy_Bliss=5.41, Synergy_Loewe=-0.799, Synergy_HSA=3.96.